From a dataset of Forward reaction prediction with 1.9M reactions from USPTO patents (1976-2016). Predict the product of the given reaction. (1) Given the reactants [O-]CC.[Ca+2].[O-]CC.[CH2:8]1[O:12][CH:9]1[CH2:10][CH3:11].[I:13][C:14]1[CH:19]=[C:18]([I:20])[CH:17]=[CH:16][C:15]=1[OH:21], predict the reaction product. The product is: [I:13][C:14]1[CH:19]=[C:18]([I:20])[CH:17]=[CH:16][C:15]=1[O:21][CH2:8][CH:9]([OH:12])[CH2:10][CH3:11]. (2) The product is: [C:41]([O:8][C:9]([N:11]1[CH2:12][CH2:13][C:14]2([O:19][C:17](=[O:20])[NH:16][CH:15]2[CH2:21][C:22]2[CH:27]=[CH:26][C:25]([F:28])=[CH:24][CH:23]=2)[CH2:29][CH2:30]1)=[O:10])([CH3:50])([CH3:42])[CH3:40]. Given the reactants C([O:8][C:9]([N:11]1[CH2:30][CH2:29][C:14]2([O:19]C[C:17](=[O:20])[NH:16][CH:15]2[CH2:21][C:22]2[CH:27]=[CH:26][C:25]([F:28])=[CH:24][CH:23]=2)[CH2:13][CH2:12]1)=[O:10])C1C=CC=CC=1.NO.ClCC(Cl)=O.N[C@H](C(O)=O)[CH2:40][C:41]1[CH:50]=C2C(C=CC=C2)=C[CH:42]=1.[I-].CC(C)([O-])C, predict the reaction product. (3) Given the reactants [CH2:1]([O:8][C:9]([N:11]1[CH2:16][CH2:15][CH:14]([NH2:17])[CH2:13][CH2:12]1)=[O:10])[C:2]1[CH:7]=[CH:6][CH:5]=[CH:4][CH:3]=1.C(N(CC)CC)C.[CH2:25]([O:29][C:30](Cl)=[O:31])[CH2:26][CH2:27][CH3:28], predict the reaction product. The product is: [CH2:1]([O:8][C:9]([N:11]1[CH2:16][CH2:15][CH:14]([NH:17][C:30]([O:29][CH2:25][CH2:26][CH2:27][CH3:28])=[O:31])[CH2:13][CH2:12]1)=[O:10])[C:2]1[CH:7]=[CH:6][CH:5]=[CH:4][CH:3]=1. (4) Given the reactants [CH3:1][Mg]Br.COC(=O)[CH2:7][C:8]1[CH:13]=[CH:12][CH:11]=[C:10]([OH:14])[CH:9]=1.C([O:19][CH2:20][CH3:21])(=O)C.Cl, predict the reaction product. The product is: [OH:14][C:10]([CH3:11])([CH3:1])[CH2:9][C:8]1[CH:7]=[C:20]([OH:19])[CH:21]=[CH:12][CH:13]=1. (5) Given the reactants CS(O)(=O)=[O:3].[OH:6][CH2:7][CH2:8][C@@H:9]1[C@@H:18]([CH2:19][C:20]([OH:22])=O)[C:17]2[C:12](=[CH:13][C:14]([C:23]([CH3:31])([CH2:25][CH2:26][CH2:27][CH2:28][CH2:29][CH3:30])[CH3:24])=[CH:15][CH:16]=2)[O:11][C:10]1([CH3:33])[CH3:32].CN(C1C=CC=CN=1)C.CCCCCC, predict the reaction product. The product is: [OH:3][C:12]1[C:17]2[C@@H:18]3[CH2:19][C:20](=[O:22])[O:6][CH2:7][CH2:8][C@H:9]3[C:10]([CH3:32])([CH3:33])[O:11][C:16]=2[CH:15]=[C:14]([C:23]([CH3:31])([CH2:25][CH2:26][CH2:27][CH2:28][CH2:29][CH3:30])[CH3:24])[CH:13]=1. (6) The product is: [NH2:16][C:11]1[CH:12]=[CH:13][CH:14]=[CH:15][C:10]=1[CH:8]([OH:9])[CH2:7][NH:6][CH2:5][CH2:4][C:3]1[CH:20]=[CH:21][C:22]([Cl:24])=[CH:23][C:2]=1[Br:1]. Given the reactants [Br:1][C:2]1[CH:23]=[C:22]([Cl:24])[CH:21]=[CH:20][C:3]=1[CH2:4][CH2:5][NH:6][CH2:7][CH:8]([C:10]1[CH:15]=[CH:14][CH:13]=[CH:12][C:11]=1[NH:16]C(=O)C)[OH:9].C[O-].[Na+], predict the reaction product. (7) Given the reactants [C:1]([O:5][C:6]([N:8]1[CH2:13][CH2:12][CH:11]([NH:14][C:15]2[CH:20]=[CH:19][C:18]([C:21]([O:23][CH2:24][CH:25]=[CH2:26])=[O:22])=[CH:17][C:16]=2[NH:27][C:28](=[O:31])[CH2:29]Br)[CH2:10][CH2:9]1)=[O:7])([CH3:4])([CH3:3])[CH3:2].C(N(C(C)C)C(C)C)C, predict the reaction product. The product is: [CH2:24]([O:23][C:21]([C:18]1[CH:17]=[C:16]2[C:15](=[CH:20][CH:19]=1)[N:14]([CH:11]1[CH2:12][CH2:13][N:8]([C:6]([O:5][C:1]([CH3:4])([CH3:3])[CH3:2])=[O:7])[CH2:9][CH2:10]1)[CH2:29][C:28](=[O:31])[NH:27]2)=[O:22])[CH:25]=[CH2:26]. (8) Given the reactants [Br:1][CH:2]([C:23]1[CH:28]=[CH:27][CH:26]=[CH:25][CH:24]=1)[C:3]([C:5]1[CH:10]=[CH:9][C:8]([C:11]2([NH:15][C:16](=[O:22])[O:17][C:18]([CH3:21])([CH3:20])[CH3:19])[CH2:14][CH2:13][CH2:12]2)=[CH:7][CH:6]=1)=[O:4].[NH2:29][C:30]1[N:31]=[CH:32][C:33]([C:36]([O:38][CH2:39][CH3:40])=[O:37])=[N:34][CH:35]=1.C(N(C(C)C)CC)(C)C, predict the reaction product. The product is: [Br:1][CH:2]([C:23]1[CH:24]=[CH:25][CH:26]=[CH:27][CH:28]=1)[C:3]([C:5]1[CH:6]=[CH:7][C:8]([C:11]2([NH:15][C:16](=[O:22])[O:17][C:18]([CH3:21])([CH3:20])[CH3:19])[CH2:14][CH2:13][CH2:12]2)=[CH:9][CH:10]=1)=[O:4].[C:18]([O:17][C:16]([NH:15][C:11]1([C:8]2[CH:7]=[CH:6][C:5]([C:3]3[N:29]=[C:30]4[CH:35]=[N:34][C:33]([C:36]([O:38][CH2:39][CH3:40])=[O:37])=[CH:32][N:31]4[C:2]=3[C:23]3[CH:28]=[CH:27][CH:26]=[CH:25][CH:24]=3)=[CH:10][CH:9]=2)[CH2:14][CH2:13][CH2:12]1)=[O:22])([CH3:20])([CH3:19])[CH3:21]. (9) Given the reactants [CH:1]1([C:7](=O)[CH2:8][CH:9]2[C:17]3[C:12](=[CH:13][CH:14]=[CH:15][CH:16]=3)[C:11]3=[CH:18][N:19]=[CH:20][N:10]23)[CH2:6][CH2:5][CH2:4][CH2:3][CH2:2]1.C([O-])(=O)C.[NH4+:26].[Na], predict the reaction product. The product is: [CH:1]1([CH:7]([NH2:26])[CH2:8][CH:9]2[C:17]3[C:12](=[CH:13][CH:14]=[CH:15][CH:16]=3)[C:11]3=[CH:18][N:19]=[CH:20][N:10]23)[CH2:6][CH2:5][CH2:4][CH2:3][CH2:2]1.